Dataset: Forward reaction prediction with 1.9M reactions from USPTO patents (1976-2016). Task: Predict the product of the given reaction. (1) Given the reactants Cl[C:2]1[N:10]=[C:9](Cl)[CH:8]=[CH:7][C:3]=1[C:4]([NH2:6])=[O:5].[O:12]([C:19]1[CH:24]=[CH:23][C:22]([OH:25])=[CH:21][CH:20]=1)[C:13]1[CH:18]=[CH:17][CH:16]=[CH:15][CH:14]=1.CC1(C)C(C)(C)OB([C:34]2[CH2:35][CH:36]3[N:41]([C:42]([O:44]C(C)(C)C)=O)[CH:39]([CH:40]=2)[CH2:38][CH2:37]3)O1.[C:50]([C:53]1C=CC(C2CCN(C(OC(C)(C)C)=O)CC=2)=NC=1NC1C=CC(CCN2CCCC2)=CC=1)(=O)N, predict the reaction product. The product is: [C:42]([N:41]1[CH:39]2[CH2:38][CH2:37][CH:36]1[CH2:35][CH:34]([C:9]1[CH:8]=[CH:7][C:3]([C:4]([NH2:6])=[O:5])=[C:2]([O:25][C:22]3[CH:21]=[CH:20][C:19]([O:12][C:13]4[CH:18]=[CH:17][CH:16]=[CH:15][CH:14]=4)=[CH:24][CH:23]=3)[N:10]=1)[CH2:40]2)(=[O:44])[CH:50]=[CH2:53]. (2) Given the reactants [C:1]([O:5][C:6]([N:8]([CH3:15])[CH2:9][CH2:10][CH2:11][C:12]([OH:14])=O)=[O:7])([CH3:4])([CH3:3])[CH3:2].C(N(CC)CC)C.OC1C2N=NNC=2C=CC=1.[C:33]([C:37]1[N:42]=[C:41]([N:43]2[CH2:48][CH2:47][NH:46][CH2:45][CH2:44]2)[CH:40]=[C:39]([CH:49]2[CH2:52][CH2:51][CH2:50]2)[N:38]=1)([CH3:36])([CH3:35])[CH3:34].Cl.C(N=C=NCCCN(C)C)C, predict the reaction product. The product is: [C:1]([O:5][C:6](=[O:7])[N:8]([CH2:9][CH2:10][CH2:11][C:12]([N:46]1[CH2:47][CH2:48][N:43]([C:41]2[CH:40]=[C:39]([CH:49]3[CH2:52][CH2:51][CH2:50]3)[N:38]=[C:37]([C:33]([CH3:36])([CH3:35])[CH3:34])[N:42]=2)[CH2:44][CH2:45]1)=[O:14])[CH3:15])([CH3:2])([CH3:3])[CH3:4]. (3) Given the reactants [Cl:1][C:2]1[CH:7]=[C:6]([O:8][CH3:9])[C:5]([CH3:10])=[CH:4][C:3]=1[CH2:11][OH:12], predict the reaction product. The product is: [Cl:1][C:2]1[CH:7]=[C:6]([O:8][CH3:9])[C:5]([CH3:10])=[CH:4][C:3]=1[CH:11]=[O:12]. (4) Given the reactants [F:1][C:2]1[CH:9]=[CH:8][C:5]([CH:6]=[O:7])=[C:4]([OH:10])[CH:3]=1.CC(C)=O.Cl[CH2:16][O:17][CH3:18], predict the reaction product. The product is: [F:1][C:2]1[CH:9]=[CH:8][C:5]([CH:6]=[O:7])=[C:4]([O:10][CH2:16][O:17][CH3:18])[CH:3]=1. (5) The product is: [Cl:1][C:2]1[CH:13]=[CH:12][C:5]([CH2:6][N:7]([CH3:11])[C:8](=[O:10])[CH3:9])=[CH:4][C:3]=1[CH:14]=[O:15]. Given the reactants [Cl:1][C:2]1[CH:13]=[CH:12][C:5]([CH2:6][N:7]([CH3:11])[C:8](=[O:10])[CH3:9])=[CH:4][C:3]=1[CH2:14][OH:15].CC(OI1(OC(C)=O)(OC(C)=O)OC(=O)C2C=CC=CC1=2)=O, predict the reaction product. (6) Given the reactants [Cl:1][C:2]1[CH:3]=[C:4]([O:11][CH2:12][C:13]2([CH3:30])[CH2:17][CH2:16][N:15]([C:18]([C@H:20]3[CH2:25][CH2:24][C@H:23]([C:26]([F:29])([F:28])[F:27])[CH2:22][CH2:21]3)=[O:19])[CH2:14]2)[C:5]([C:8]([NH2:10])=O)=[N:6][CH:7]=1.FC(F)(F)[C@H]1CC[C@H](C(O)=O)CC1.N1C2C(=CC=CC=2)C=C1C(O)=O, predict the reaction product. The product is: [Cl:1][C:2]1[CH:3]=[C:4]([O:11][CH2:12][C:13]2([CH3:30])[CH2:17][CH2:16][N:15]([C:18]([C@H:20]3[CH2:25][CH2:24][C@H:23]([C:26]([F:27])([F:28])[F:29])[CH2:22][CH2:21]3)=[O:19])[CH2:14]2)[C:5]([C:8]#[N:10])=[N:6][CH:7]=1.